From a dataset of Reaction yield outcomes from USPTO patents with 853,638 reactions. Predict the reaction yield, written as a fraction of the theoretical maximum amount of product (1.0 means a 100% yield; for example, 0.34 means a 34% yield). The reactants are [OH:1][C:2]1[CH:10]=[C:9]([O:11][CH2:12][C:13]([F:19])([F:18])[C:14]([F:17])([F:16])[F:15])[CH:8]=[CH:7][C:3]=1[C:4]([OH:6])=[O:5].[CH3:20][C:21](OC(C)=O)=[O:22]. The catalyst is N1C=CC=CC=1. The product is [C:21]([O:1][C:2]1[CH:10]=[C:9]([O:11][CH2:12][C:13]([F:18])([F:19])[C:14]([F:15])([F:16])[F:17])[CH:8]=[CH:7][C:3]=1[C:4]([OH:6])=[O:5])(=[O:22])[CH3:20]. The yield is 0.380.